Dataset: KCNQ2 potassium channel screen with 302,405 compounds. Task: Binary Classification. Given a drug SMILES string, predict its activity (active/inactive) in a high-throughput screening assay against a specified biological target. (1) The drug is S(c1nc2c(cc1)cccc2)CC(=O)NC(OCC)=O. The result is 0 (inactive). (2) The drug is S(=O)(=O)([N-]c1ccc(cc1)C)c1cc(C(=O)Nc2ccc(C(=O)NCCN(CC)CC)cc2)ccc1. The result is 0 (inactive). (3) The molecule is OC(=O)C1N(c2ccc(cc2)C)C(=NC(=O)C1)Nc1nc(cc(n1)C)C. The result is 0 (inactive). (4) The molecule is n1c2CCCCCc2cc2c1cccc2. The result is 0 (inactive). (5) The compound is O1N(C2C(C1)COc1c2c2c(cc1)cccc2)C. The result is 0 (inactive). (6) The compound is Brc1ccc(c2[nH]c3c(c(=S)n2)cccc3)cc1. The result is 1 (active). (7) The drug is Clc1ccc(CS(=O)(=O)Cc2oc(C(=O)NC(CC)C)cc2)cc1. The result is 0 (inactive).